Dataset: Full USPTO retrosynthesis dataset with 1.9M reactions from patents (1976-2016). Task: Predict the reactants needed to synthesize the given product. (1) Given the product [C:17]([CH2:16][O:15][C:13]1[C:12]2[C:7](=[CH:8][C:9]([Cl:23])=[CH:10][C:11]=2[Cl:22])[CH:6]=[C:5]([C:3]([OH:4])=[O:2])[CH:14]=1)([OH:19])=[O:18], predict the reactants needed to synthesize it. The reactants are: C[O:2][C:3]([C:5]1[CH:14]=[C:13]([O:15][CH2:16][C:17]([O:19]CC)=[O:18])[C:12]2[C:7](=[CH:8][C:9]([Cl:23])=[CH:10][C:11]=2[Cl:22])[CH:6]=1)=[O:4].[Li+].[OH-].Cl. (2) Given the product [CH3:1][C:2]1[N:3]([S:16]([C:9]2[C:10]([CH3:15])=[CH:11][C:12]([CH3:14])=[CH:13][C:8]=2[CH3:20])(=[O:18])=[O:17])[CH:4]=[C:5]([CH3:7])[CH:6]=1, predict the reactants needed to synthesize it. The reactants are: [CH3:1][C:2]1[NH:3][CH:4]=[C:5]([CH3:7])[CH:6]=1.[C:8]1([CH3:20])[CH:13]=[C:12]([CH3:14])[CH:11]=[C:10]([CH3:15])[C:9]=1[S:16](Cl)(=[O:18])=[O:17].[H-].[Na+]. (3) Given the product [CH3:7][C:8]([CH3:15])([CH2:12][CH:13]=[CH2:14])[C:9]([Cl:4])=[O:10], predict the reactants needed to synthesize it. The reactants are: C(Cl)(=O)C([Cl:4])=O.[CH3:7][C:8]([CH3:15])([CH2:12][CH:13]=[CH2:14])[C:9](O)=[O:10]. (4) Given the product [O:15]([C:22]1[CH:23]=[CH:24][C:25]([C:26]([NH:1][C:2]2[CH:3]=[CH:4][C:5]([CH2:8][CH2:9][C:10]([O:12][CH2:13][CH3:14])=[O:11])=[CH:6][CH:7]=2)=[O:27])=[CH:29][CH:30]=1)[C:16]1[CH:17]=[CH:18][CH:19]=[CH:20][CH:21]=1, predict the reactants needed to synthesize it. The reactants are: [NH2:1][C:2]1[CH:7]=[CH:6][C:5]([CH2:8][CH2:9][C:10]([O:12][CH2:13][CH3:14])=[O:11])=[CH:4][CH:3]=1.[O:15]([C:22]1[CH:30]=[CH:29][C:25]([C:26](O)=[O:27])=[CH:24][CH:23]=1)[C:16]1[CH:21]=[CH:20][CH:19]=[CH:18][CH:17]=1.Cl.C(N=C=NCCCN(C)C)C.O.ON1C2C=CC=CC=2N=N1. (5) Given the product [CH3:1][O:2][C:3]1[CH:4]=[C:5]2[C:10](=[CH:11][C:12]=1[O:13][CH3:14])[N:9]=[CH:8][CH:7]=[C:6]2[O:15][C:16]1[CH:22]=[CH:21][C:19]([NH:20][C:32]([NH:43][C:44]2[CH:48]=[CH:47][O:46][N:45]=2)=[O:34])=[CH:18][C:17]=1[F:23], predict the reactants needed to synthesize it. The reactants are: [CH3:1][O:2][C:3]1[CH:4]=[C:5]2[C:10](=[CH:11][C:12]=1[O:13][CH3:14])[N:9]=[CH:8][CH:7]=[C:6]2[O:15][C:16]1[CH:22]=[CH:21][C:19]([NH2:20])=[CH:18][C:17]=1[F:23].C(N(CC)CC)C.Cl[C:32](Cl)([O:34]C(=O)OC(Cl)(Cl)Cl)Cl.[NH2:43][C:44]1[CH:48]=[CH:47][O:46][N:45]=1.